Predict the reactants needed to synthesize the given product. From a dataset of Full USPTO retrosynthesis dataset with 1.9M reactions from patents (1976-2016). (1) Given the product [CH2:1]([C:3]1[N:4]([C:35]2[CH:36]=[N:37][C:32]([O:31][CH:28]([CH3:30])[CH3:29])=[CH:33][CH:34]=2)[C:5](=[O:27])[C:6]([CH2:12][C:13]2[CH:18]=[CH:17][C:16]([C:19]3[C:20]([C:25]#[N:26])=[CH:21][CH:22]=[CH:23][CH:24]=3)=[CH:15][CH:14]=2)=[C:7]([CH2:9][CH2:10][CH3:11])[N:8]=1)[CH3:2], predict the reactants needed to synthesize it. The reactants are: [CH2:1]([C:3]1[NH:4][C:5](=[O:27])[C:6]([CH2:12][C:13]2[CH:18]=[CH:17][C:16]([C:19]3[C:20]([C:25]#[N:26])=[CH:21][CH:22]=[CH:23][CH:24]=3)=[CH:15][CH:14]=2)=[C:7]([CH2:9][CH2:10][CH3:11])[N:8]=1)[CH3:2].[CH:28]([O:31][C:32]1[N:37]=[CH:36][C:35](B(O)O)=[CH:34][CH:33]=1)([CH3:30])[CH3:29].C(N(CC)CC)C.N1C=CC=CC=1. (2) Given the product [Cl:23][C:9]([CH3:11])([CH3:10])[CH:8]([N:15]=[O:17])[CH2:7][N:6]1[C:2]([CH3:1])=[CH:3][N:4]=[C:5]1[N+:12]([O-:14])=[O:13], predict the reactants needed to synthesize it. The reactants are: [CH3:1][C:2]1[N:6]([CH2:7][CH:8]=[C:9]([CH3:11])[CH3:10])[C:5]([N+:12]([O-:14])=[O:13])=[N:4][CH:3]=1.[N:15]([O:17]CCC(C)C)=O.[ClH:23]. (3) Given the product [Cl:17][C:9]1[C:10]2[C:5](=[CH:4][CH:3]=[C:2]([F:1])[CH:11]=2)[C:6]([O:13][CH3:14])=[CH:7][N:8]=1, predict the reactants needed to synthesize it. The reactants are: [F:1][C:2]1[CH:11]=[C:10]2[C:5]([C:6]([O:13][CH3:14])=[CH:7][NH:8][C:9]2=O)=[CH:4][CH:3]=1.O=P(Cl)(Cl)[Cl:17]. (4) Given the product [ClH:1].[Cl:1][C:2]1[C:6]([NH:7][CH2:15][CH3:16])=[CH:5][N:4]([C:17]2[CH:18]=[N:19][CH:20]=[CH:21][CH:22]=2)[N:3]=1, predict the reactants needed to synthesize it. The reactants are: [Cl:1][C:2]1[C:6]([N:7]([CH2:15][CH3:16])C(=O)OC(C)(C)C)=[CH:5][N:4]([C:17]2[CH:18]=[N:19][CH:20]=[CH:21][CH:22]=2)[N:3]=1.Cl. (5) Given the product [Br:36][C:37]1[CH:38]=[CH:39][C:40]([O:45][CH3:46])=[C:41]([CH:42]=[CH:6][CH2:5][CH2:4][O:3][CH3:2])[CH:44]=1, predict the reactants needed to synthesize it. The reactants are: [I-].[CH3:2][O:3][CH2:4][CH2:5][CH2:6][P+](C1C=CC=CC=1)(C1C=CC=CC=1)C1C=CC=CC=1.C[Si]([N-][Si](C)(C)C)(C)C.[Na+].[Br:36][C:37]1[CH:38]=[CH:39][C:40]([O:45][CH3:46])=[C:41]([CH:44]=1)[CH:42]=O.